This data is from Peptide-MHC class I binding affinity with 185,985 pairs from IEDB/IMGT. The task is: Regression. Given a peptide amino acid sequence and an MHC pseudo amino acid sequence, predict their binding affinity value. This is MHC class I binding data. (1) The peptide sequence is TSASFTDLY. The MHC is HLA-B27:03 with pseudo-sequence HLA-B27:03. The binding affinity (normalized) is 0.0847. (2) The peptide sequence is EEAALCTFLL. The MHC is HLA-B40:01 with pseudo-sequence HLA-B40:01. The binding affinity (normalized) is 0.651. (3) The peptide sequence is GLCTLVAM. The MHC is HLA-A02:01 with pseudo-sequence HLA-A02:01. The binding affinity (normalized) is 0.282. (4) The peptide sequence is AAKTPVIVV. The MHC is HLA-A02:06 with pseudo-sequence HLA-A02:06. The binding affinity (normalized) is 0.0628.